Dataset: Catalyst prediction with 721,799 reactions and 888 catalyst types from USPTO. Task: Predict which catalyst facilitates the given reaction. (1) Reactant: [OH:1][C:2]1[CH:9]=[CH:8][C:7]([C:10]([F:16])([F:15])[C:11]([F:14])([F:13])[F:12])=[CH:6][C:3]=1[CH:4]=O.Cl.Cl[CH2:19][C:20]1[CH:25]=[CH:24][N:23]=[CH:22][CH:21]=1.C(=O)([O-])[O-].[K+].[K+].[I-].[K+]. Product: [F:15][C:10]([F:16])([C:7]1[CH:8]=[CH:9][C:2]2[O:1][C:19]([C:20]3[CH:25]=[CH:24][N:23]=[CH:22][CH:21]=3)=[CH:4][C:3]=2[CH:6]=1)[C:11]([F:14])([F:13])[F:12]. The catalyst class is: 136. (2) Reactant: Br[CH2:2][C:3]1[CH:12]=[CH:11][C:6]([C:7]([O:9][CH3:10])=[O:8])=[CH:5][CH:4]=1.[CH3:13][O:14][C:15]1[CH:16]=[C:17]([C@H:21]([NH2:23])[CH3:22])[CH:18]=[CH:19][CH:20]=1.C([O-])([O-])=O.[K+].[K+]. Product: [CH3:13][O:14][C:15]1[CH:16]=[C:17]([C@H:21]([NH:23][CH2:2][C:3]2[CH:12]=[CH:11][C:6]([C:7]([O:9][CH3:10])=[O:8])=[CH:5][CH:4]=2)[CH3:22])[CH:18]=[CH:19][CH:20]=1. The catalyst class is: 248.